Dataset: NCI-60 drug combinations with 297,098 pairs across 59 cell lines. Task: Regression. Given two drug SMILES strings and cell line genomic features, predict the synergy score measuring deviation from expected non-interaction effect. Drug 1: CC1OCC2C(O1)C(C(C(O2)OC3C4COC(=O)C4C(C5=CC6=C(C=C35)OCO6)C7=CC(=C(C(=C7)OC)O)OC)O)O. Drug 2: CCN(CC)CCNC(=O)C1=C(NC(=C1C)C=C2C3=C(C=CC(=C3)F)NC2=O)C. Cell line: M14. Synergy scores: CSS=26.0, Synergy_ZIP=-4.33, Synergy_Bliss=4.54, Synergy_Loewe=1.76, Synergy_HSA=2.60.